From a dataset of NCI-60 drug combinations with 297,098 pairs across 59 cell lines. Regression. Given two drug SMILES strings and cell line genomic features, predict the synergy score measuring deviation from expected non-interaction effect. (1) Drug 1: C1C(C(OC1N2C=NC3=C(N=C(N=C32)Cl)N)CO)O. Drug 2: CC1=C(N=C(N=C1N)C(CC(=O)N)NCC(C(=O)N)N)C(=O)NC(C(C2=CN=CN2)OC3C(C(C(C(O3)CO)O)O)OC4C(C(C(C(O4)CO)O)OC(=O)N)O)C(=O)NC(C)C(C(C)C(=O)NC(C(C)O)C(=O)NCCC5=NC(=CS5)C6=NC(=CS6)C(=O)NCCC[S+](C)C)O. Cell line: NCI-H322M. Synergy scores: CSS=3.31, Synergy_ZIP=-0.728, Synergy_Bliss=0.749, Synergy_Loewe=-0.358, Synergy_HSA=-0.326. (2) Drug 1: C1CCN(CC1)CCOC2=CC=C(C=C2)C(=O)C3=C(SC4=C3C=CC(=C4)O)C5=CC=C(C=C5)O. Drug 2: COC1=CC(=CC(=C1O)OC)C2C3C(COC3=O)C(C4=CC5=C(C=C24)OCO5)OC6C(C(C7C(O6)COC(O7)C8=CC=CS8)O)O. Cell line: UACC62. Synergy scores: CSS=35.8, Synergy_ZIP=-9.66, Synergy_Bliss=4.20, Synergy_Loewe=-7.79, Synergy_HSA=4.47.